From a dataset of Forward reaction prediction with 1.9M reactions from USPTO patents (1976-2016). Predict the product of the given reaction. (1) Given the reactants [CH3:1][NH2:2].[OH-].[Na+].[F:5][C:6]1[CH:14]=[CH:13][C:9]([C:10](Cl)=[O:11])=[CH:8][CH:7]=1, predict the reaction product. The product is: [F:5][C:6]1[CH:14]=[CH:13][C:9]([C:10]([NH:2][CH3:1])=[O:11])=[CH:8][CH:7]=1. (2) Given the reactants [Cl:1][C:2]1[C:3]([C:20]([F:23])([F:22])[F:21])=[N:4][N:5]([CH2:8][C:9]([N:11]2[CH2:16][CH2:15][CH2:14][C:13]3[NH:17][N:18]=[CH:19][C:12]2=3)=[O:10])[C:6]=1[CH3:7].[F:24][C:25]1[CH:26]=[CH:27][C:28](Br)=[N:29][CH:30]=1.CN[C@@H]1CCCC[C@H]1NC.C([O-])([O-])=O.[K+].[K+], predict the reaction product. The product is: [Cl:1][C:2]1[C:3]([C:20]([F:23])([F:21])[F:22])=[N:4][N:5]([CH2:8][C:9]([N:11]2[CH2:16][CH2:15][CH2:14][C:13]3[N:17]([C:28]4[CH:27]=[CH:26][C:25]([F:24])=[CH:30][N:29]=4)[N:18]=[CH:19][C:12]2=3)=[O:10])[C:6]=1[CH3:7]. (3) Given the reactants [NH2:1][C:2]1[CH:3]=[C:4]([CH2:8][CH2:9][C:10]2[N:15]=[C:14]([NH:16][C:17](=[O:23])[O:18][C:19]([CH3:22])([CH3:21])[CH3:20])[CH:13]=[CH:12][CH:11]=2)[CH:5]=[CH:6][CH:7]=1.[Cl:24][C:25]1[N:30]=[C:29](Cl)[C:28]([Cl:32])=[CH:27][N:26]=1.C(=O)([O-])[O-].[K+].[K+], predict the reaction product. The product is: [Cl:24][C:25]1[N:30]=[C:29]([NH:1][C:2]2[CH:3]=[C:4]([CH2:8][CH2:9][C:10]3[N:15]=[C:14]([NH:16][C:17](=[O:23])[O:18][C:19]([CH3:20])([CH3:22])[CH3:21])[CH:13]=[CH:12][CH:11]=3)[CH:5]=[CH:6][CH:7]=2)[C:28]([Cl:32])=[CH:27][N:26]=1. (4) Given the reactants [CH3:1][O:2][C:3]1[CH:4]=[C:5]([N:11]([CH3:25])[S:12]([C:15]2[CH:20]=[CH:19][C:18]([CH2:21][CH2:22][CH2:23]O)=[CH:17][CH:16]=2)(=[O:14])=[O:13])[CH:6]=[CH:7][C:8]=1[O:9][CH3:10].[C:26]1(=[O:36])[NH:30][C:29](=[O:31])[C:28]2=[CH:32][CH:33]=[CH:34][CH:35]=[C:27]12.C1(P(C2C=CC=CC=2)C2C=CC=CC=2)C=CC=CC=1.Cl, predict the reaction product. The product is: [CH3:1][O:2][C:3]1[CH:4]=[C:5]([N:11]([CH3:25])[S:12]([C:15]2[CH:16]=[CH:17][C:18]([CH2:21][CH2:22][CH2:23][N:30]3[C:26](=[O:36])[C:27]4[C:28](=[CH:32][CH:33]=[CH:34][CH:35]=4)[C:29]3=[O:31])=[CH:19][CH:20]=2)(=[O:13])=[O:14])[CH:6]=[CH:7][C:8]=1[O:9][CH3:10].